Task: Predict the reactants needed to synthesize the given product.. Dataset: Full USPTO retrosynthesis dataset with 1.9M reactions from patents (1976-2016) (1) The reactants are: N(C(OC(C)(C)C)=O)=NC(OC(C)(C)C)=O.[OH:17][C:18]1[CH:27]=[C:26]([O:28][CH3:29])[CH:25]=[C:24]2[C:19]=1[C:20](=[O:38])[N:21]([CH2:30][O:31][C:32](=[O:37])[C:33]([CH3:36])([CH3:35])[CH3:34])[CH:22]=[N:23]2.C1(P(C2C=CC=CC=2)C2C=CC=CC=2)C=CC=CC=1.O[CH:59]1[CH2:64][CH2:63][N:62]([CH3:65])[CH2:61][CH2:60]1. Given the product [CH3:29][O:28][C:26]1[CH:25]=[C:24]2[C:19]([C:20](=[O:38])[N:21]([CH2:30][O:31][C:32](=[O:37])[C:33]([CH3:35])([CH3:34])[CH3:36])[CH:22]=[N:23]2)=[C:18]([O:17][CH:59]2[CH2:64][CH2:63][N:62]([CH3:65])[CH2:61][CH2:60]2)[CH:27]=1, predict the reactants needed to synthesize it. (2) Given the product [Br:1][C:2]1[CH:3]=[CH:4][C:5]([F:26])=[C:6]([C@@:8]([NH:19][S@@:20]([C:22]([CH3:24])([CH3:23])[CH3:25])=[O:21])([CH2:9][CH2:10][OH:11])[CH2:17][F:18])[CH:7]=1, predict the reactants needed to synthesize it. The reactants are: [Br:1][C:2]1[CH:3]=[CH:4][C:5]([F:26])=[C:6]([C@:8]([NH:19][S@@:20]([C:22]([CH3:25])([CH3:24])[CH3:23])=[O:21])([CH2:17][F:18])[CH2:9][C:10](OC(C)(C)C)=[O:11])[CH:7]=1.[BH4-].[Li+].CO.